Dataset: Full USPTO retrosynthesis dataset with 1.9M reactions from patents (1976-2016). Task: Predict the reactants needed to synthesize the given product. (1) The reactants are: [Si]([O:8][C:9]1[CH:14]=[CH:13][C:12]([N:15]([C:62]2[CH:67]=[CH:66][CH:65]=[CH:64][CH:63]=2)[C:16]([C:18]2[CH:19]=[C:20]([C:27]3[C:28]([C:36]([N:38]4[C@H:47]([CH2:48][CH2:49][N:50]([CH2:58][CH:59]([F:61])[F:60])C(=O)OC(C)(C)C)[CH2:46][C:45]5[C:40](=[CH:41][CH:42]=[CH:43][CH:44]=5)[CH2:39]4)=[O:37])=[CH:29][C:30]4[O:34][CH2:33][O:32][C:31]=4[CH:35]=3)[N:21]3[C:26]=2[CH2:25][CH2:24][CH2:23][CH2:22]3)=[O:17])=[CH:11][CH:10]=1)(C(C)(C)C)(C)C.[OH-].[K+].Cl. Given the product [F:61][CH:59]([F:60])[CH2:58][NH:50][CH2:49][CH2:48][C@@H:47]1[CH2:46][C:45]2[C:40](=[CH:41][CH:42]=[CH:43][CH:44]=2)[CH2:39][N:38]1[C:36]([C:28]1[C:27]([C:20]2[N:21]3[C:26]([CH2:25][CH2:24][CH2:23][CH2:22]3)=[C:18]([C:16]([N:15]([C:12]3[CH:13]=[CH:14][C:9]([OH:8])=[CH:10][CH:11]=3)[C:62]3[CH:63]=[CH:64][CH:65]=[CH:66][CH:67]=3)=[O:17])[CH:19]=2)=[CH:35][C:31]2[O:32][CH2:33][O:34][C:30]=2[CH:29]=1)=[O:37], predict the reactants needed to synthesize it. (2) Given the product [CH3:1][C:2]([CH3:13])([CH3:12])[CH2:3][CH2:4][N:5]1[CH:9]=[CH:8][N:7]=[C:6]1[CH:10]=[N:14][OH:15], predict the reactants needed to synthesize it. The reactants are: [CH3:1][C:2]([CH3:13])([CH3:12])[CH2:3][CH2:4][N:5]1[CH:9]=[CH:8][N:7]=[C:6]1[CH:10]=O.[NH2:14][OH:15].Cl.C([O-])([O-])=O.[Na+].[Na+]. (3) Given the product [C:36]([O:35][C:33](=[O:34])[CH2:32][O:24][C:3]1[C:2]([CH3:1])=[CH:7][C:6]([C:8]2[O:9][C:10]3[N:11]=[C:12]([S:21][CH3:22])[N:13]=[C:14]([O:17][CH2:18][CH2:19][CH3:20])[C:15]=3[N:16]=2)=[CH:5][C:4]=1[CH3:23])([CH3:39])([CH3:38])[CH3:37], predict the reactants needed to synthesize it. The reactants are: [CH3:1][C:2]1[CH:7]=[C:6]([C:8]2[O:9][C:10]3[N:11]=[C:12]([S:21][CH3:22])[N:13]=[C:14]([O:17][CH2:18][CH2:19][CH3:20])[C:15]=3[N:16]=2)[CH:5]=[C:4]([CH3:23])[C:3]=1[OH:24].C(=O)([O-])[O-].[K+].[K+].Br[CH2:32][C:33]([O:35][C:36]([CH3:39])([CH3:38])[CH3:37])=[O:34]. (4) Given the product [F:1][C:2]1[CH:22]=[CH:21][CH:20]=[C:19]([F:23])[C:3]=1[C:4]1[C:13]2[CH:14]=[C:15]([F:18])[CH:16]=[CH:17][C:12]=2[C:11]2[NH:10][N:9]=[CH:8][C:7]=2[N:6]=1, predict the reactants needed to synthesize it. The reactants are: [F:1][C:2]1[CH:22]=[CH:21][CH:20]=[C:19]([F:23])[C:3]=1[C:4]([NH:6][C:7]1[CH:8]=[N:9][NH:10][C:11]=1[C:12]1[CH:17]=[CH:16][C:15]([F:18])=[CH:14][CH:13]=1)=O.[Cl-].[Cl-].C1(P)C=CC=CC=1.O=P12OP3(OP(OP(O3)(O1)=O)(=O)O2)=O.N. (5) Given the product [Br:10][C:11]1[CH:16]=[CH:15][C:14]([O:17][CH2:2][C@H:3]2[CH2:7][O:6][C:5]([CH3:9])([CH3:8])[O:4]2)=[CH:13][C:12]=1[C:18]([F:19])([F:20])[F:21], predict the reactants needed to synthesize it. The reactants are: Cl[CH2:2][C@H:3]1[CH2:7][O:6][C:5]([CH3:9])([CH3:8])[O:4]1.[Br:10][C:11]1[CH:16]=[CH:15][C:14]([OH:17])=[CH:13][C:12]=1[C:18]([F:21])([F:20])[F:19].C([O-])([O-])=O.[K+].[K+].O. (6) The reactants are: O.[N+:2]([C:5]1[CH:11]=[C:10]([N+:12]([O-:14])=[O:13])[CH:9]=[CH:8][C:6]=1[NH2:7])([O-:4])=[O:3].[Br:15]Br.N. Given the product [Br:15][C:8]1[CH:9]=[C:10]([N+:12]([O-:14])=[O:13])[CH:11]=[C:5]([N+:2]([O-:4])=[O:3])[C:6]=1[NH2:7], predict the reactants needed to synthesize it. (7) The reactants are: C(O)(=O)C.[CH:5]1([C:8]2[CH:9]=[C:10]([CH:13]=[O:14])[S:11][CH:12]=2)[CH2:7][CH2:6]1.[I:15]N1C(=O)CCC1=O. Given the product [CH:5]1([C:8]2[CH:9]=[C:10]([CH:13]=[O:14])[S:11][C:12]=2[I:15])[CH2:7][CH2:6]1, predict the reactants needed to synthesize it. (8) The reactants are: Cl[C:2]1[C:11]2[C:6](=[CH:7][C:8]([O:14][CH3:15])=[C:9]([O:12][CH3:13])[CH:10]=2)[N:5]=[CH:4][CH:3]=1.[OH:16][C:17]1[CH:29]=[CH:28][C:27]2[C:26]3[C:21](=[CH:22][CH:23]=[CH:24][CH:25]=3)[C:20](=[O:30])[C:19]=2[CH:18]=1.O. Given the product [CH3:13][O:12][C:9]1[CH:10]=[C:11]2[C:6](=[CH:7][C:8]=1[O:14][CH3:15])[N:5]=[CH:4][CH:3]=[C:2]2[O:16][C:17]1[CH:29]=[CH:28][C:27]2[C:26]3[C:21](=[CH:22][CH:23]=[CH:24][CH:25]=3)[C:20](=[O:30])[C:19]=2[CH:18]=1, predict the reactants needed to synthesize it.